Dataset: Full USPTO retrosynthesis dataset with 1.9M reactions from patents (1976-2016). Task: Predict the reactants needed to synthesize the given product. (1) Given the product [CH2:1]([O:3][C:4](=[O:36])[C:5]([O:7][C:8]1[CH:13]=[CH:12][C:11]([O:14][C:15]2[CH:20]=[CH:19][CH:18]=[C:17]([CH2:21][N:22]([S:45]([CH3:44])(=[O:47])=[O:46])[CH2:23][C:24]3[CH:25]=[CH:26][C:27]([C:30]([F:32])([F:33])[F:31])=[CH:28][CH:29]=3)[CH:16]=2)=[CH:10][C:9]=1[CH3:34])([CH3:35])[CH3:6])[CH3:2], predict the reactants needed to synthesize it. The reactants are: [CH2:1]([O:3][C:4](=[O:36])[C:5]([CH3:35])([O:7][C:8]1[CH:13]=[CH:12][C:11]([O:14][C:15]2[CH:20]=[CH:19][CH:18]=[C:17]([CH2:21][NH:22][CH2:23][C:24]3[CH:29]=[CH:28][C:27]([C:30]([F:33])([F:32])[F:31])=[CH:26][CH:25]=3)[CH:16]=2)=[CH:10][C:9]=1[CH3:34])[CH3:6])[CH3:2].CCN(CC)CC.[CH3:44][S:45](Cl)(=[O:47])=[O:46]. (2) Given the product [F:22][C:8]1[CH:7]=[C:6]([CH:2]=[O:1])[CH:21]=[CH:20][C:9]=1[O:10][C:11]1[N:12]=[CH:13][C:14]([C:17]([NH2:19])=[O:18])=[N:15][CH:16]=1, predict the reactants needed to synthesize it. The reactants are: [O:1]1CCO[CH:2]1[C:6]1[CH:21]=[CH:20][C:9]([O:10][C:11]2[N:12]=[CH:13][C:14]([C:17]([NH2:19])=[O:18])=[N:15][CH:16]=2)=[C:8]([F:22])[CH:7]=1. (3) Given the product [CH2:29]([CH:28]([N:19]1[C:18]2[CH:33]=[CH:34][C:15]([C:13]([NH:12][C@@H:7]([CH2:8][CH:9]([CH3:10])[CH3:11])[C:6]([OH:35])=[O:5])=[O:14])=[CH:16][C:17]=2[N:21]=[C:20]1[CH2:22][CH:23]1[CH2:27][CH2:26][CH2:25][O:24]1)[CH2:31][CH3:32])[CH3:30], predict the reactants needed to synthesize it. The reactants are: C([O:5][C:6](=[O:35])[C@@H:7]([NH:12][C:13]([C:15]1[CH:34]=[CH:33][C:18]2[N:19]([CH:28]([CH2:31][CH3:32])[CH2:29][CH3:30])[C:20]([CH2:22][CH:23]3[CH2:27][CH2:26][CH2:25][O:24]3)=[N:21][C:17]=2[CH:16]=1)=[O:14])[CH2:8][CH:9]([CH3:11])[CH3:10])(C)(C)C.FC(F)(F)C(O)=O. (4) Given the product [CH2:16]([N:22]1[C:26](=[O:14])[CH:25]2[CH:24]([C:10]2([CH3:11])[C:5]2[CH:6]=[CH:7][CH:8]=[CH:9][C:4]=2[N+:1]([O-:3])=[O:2])[C:23]1=[O:28])[CH2:17][CH2:18][CH2:19][CH2:20][CH3:21], predict the reactants needed to synthesize it. The reactants are: [N+:1]([C:4]1[CH:9]=[CH:8][CH:7]=[CH:6][C:5]=1[C:10](=NN)[CH3:11])([O-:3])=[O:2].[OH-:14].[K+].[CH2:16]([N:22]1[CH2:26][C:25](=O)[CH2:24][C:23]1=[O:28])[CH2:17][CH2:18][CH2:19][CH2:20][CH3:21]. (5) Given the product [NH2:1][C:4]1[CH:9]=[CH:8][CH:7]=[CH:6][C:5]=1[C:10]1[S:14][C:13]([NH:15][S:16]([CH3:19])(=[O:18])=[O:17])=[N:12][N:11]=1, predict the reactants needed to synthesize it. The reactants are: [N+:1]([C:4]1[CH:9]=[CH:8][CH:7]=[CH:6][C:5]=1[C:10]1[S:14][C:13]([NH:15][S:16]([CH3:19])(=[O:18])=[O:17])=[N:12][N:11]=1)([O-])=O.CC(O)C.[Cl-].[NH4+].